This data is from Full USPTO retrosynthesis dataset with 1.9M reactions from patents (1976-2016). The task is: Predict the reactants needed to synthesize the given product. (1) Given the product [CH3:16][O:17][C:18]1[N:23]=[CH:22][C:21]([C:2]2[C:14](=[O:15])[NH:13][C:5]3[N:6]=[C:7]([S:11][CH3:12])[N:8]=[C:9]([CH3:10])[C:4]=3[CH:3]=2)=[CH:20][CH:19]=1, predict the reactants needed to synthesize it. The reactants are: Br[C:2]1[C:14](=[O:15])[NH:13][C:5]2[N:6]=[C:7]([S:11][CH3:12])[N:8]=[C:9]([CH3:10])[C:4]=2[CH:3]=1.[CH3:16][O:17][C:18]1[N:23]=[CH:22][C:21](B(O)O)=[CH:20][CH:19]=1.C(=O)([O-])[O-].[K+].[K+]. (2) Given the product [NH2:26][C:27]1[CH:35]=[CH:34][C:33]([O:36][CH3:37])=[CH:32][C:28]=1[C:29]([NH:21][CH2:20][CH2:19][N:16]1[CH2:15][CH2:14][CH:13]([O:12][C:11]2[CH:22]=[CH:23][C:24]([Cl:25])=[C:9]([Cl:8])[CH:10]=2)[CH2:18][CH2:17]1)=[O:30], predict the reactants needed to synthesize it. The reactants are: FC(F)(F)C(O)=O.[Cl:8][C:9]1[CH:10]=[C:11]([CH:22]=[CH:23][C:24]=1[Cl:25])[O:12][CH:13]1[CH2:18][CH2:17][N:16]([CH2:19][CH2:20][NH2:21])[CH2:15][CH2:14]1.[NH2:26][C:27]1[CH:35]=[CH:34][C:33]([O:36][CH3:37])=[CH:32][C:28]=1[C:29](O)=[O:30].Cl. (3) Given the product [CH2:19]([N:12]1[CH2:11][CH:10]2[CH2:18][CH:14]([CH:15]([OH:17])[C:16]3[C:9]2=[CH:8][CH:7]=[CH:6][C:5]=3[CH2:3][OH:2])[CH2:13]1)[CH:20]=[CH2:21], predict the reactants needed to synthesize it. The reactants are: C[O:2][C:3]([C:5]1[C:16]2[C:15](=[O:17])[CH:14]3[CH2:18][CH:10]([CH2:11][N:12]([CH2:19][CH:20]=[CH2:21])[CH2:13]3)[C:9]=2[CH:8]=[CH:7][CH:6]=1)=O.[BH4-].[Na+].